From a dataset of Forward reaction prediction with 1.9M reactions from USPTO patents (1976-2016). Predict the product of the given reaction. (1) Given the reactants [C:1]([O:5][C:6](=[O:41])[NH:7][C:8]1([C:14]2[CH:19]=[CH:18][C:17]([C:20]3[N:29]=[C:28]4[C:23]([CH:24]=[N:25][C:26]5[N:27]4[N:30]=[C:31]([CH3:33])[CH:32]=5)=[C:22](Cl)[C:21]=3[C:35]3[CH:40]=[CH:39][CH:38]=[CH:37][CH:36]=3)=[CH:16][CH:15]=2)[CH2:11][C:10]([OH:13])([CH3:12])[CH2:9]1)([CH3:4])([CH3:3])[CH3:2].[CH3:42]B(O)O.C([O-])([O-])=O.[Cs+].[Cs+], predict the reaction product. The product is: [C:1]([O:5][C:6](=[O:41])[NH:7][C:8]1([C:14]2[CH:19]=[CH:18][C:17]([C:20]3[N:29]=[C:28]4[C:23]([CH:24]=[N:25][C:26]5[N:27]4[N:30]=[C:31]([CH3:33])[CH:32]=5)=[C:22]([CH3:42])[C:21]=3[C:35]3[CH:40]=[CH:39][CH:38]=[CH:37][CH:36]=3)=[CH:16][CH:15]=2)[CH2:11][C:10]([OH:13])([CH3:12])[CH2:9]1)([CH3:4])([CH3:3])[CH3:2]. (2) Given the reactants Cl.CO[CH:4]([O:21]C)[CH2:5][NH:6][C:7]([C:9]1[NH:10][C:11]2[C:16]([CH:17]=1)=[CH:15][C:14]([N+:18]([O-:20])=[O:19])=[CH:13][CH:12]=2)=[O:8], predict the reaction product. The product is: [OH:21][CH:4]1[N:10]2[C:11]3[CH:12]=[CH:13][C:14]([N+:18]([O-:20])=[O:19])=[CH:15][C:16]=3[CH:17]=[C:9]2[C:7](=[O:8])[NH:6][CH2:5]1. (3) The product is: [Cl:19][C:16]1[CH:17]=[CH:18][C:13]([C:5]2[N:6]=[C:7]3[CH:12]=[CH:11][CH:10]=[CH:9][N:8]3[C:4]=2[CH2:3][C:20]#[N:21])=[CH:14][CH:15]=1. Given the reactants Cl.Cl[CH2:3][C:4]1[N:8]2[CH:9]=[CH:10][CH:11]=[CH:12][C:7]2=[N:6][C:5]=1[C:13]1[CH:18]=[CH:17][C:16]([Cl:19])=[CH:15][CH:14]=1.[C-:20]#[N:21].[Na+].[Na+].[I-], predict the reaction product.